This data is from Forward reaction prediction with 1.9M reactions from USPTO patents (1976-2016). The task is: Predict the product of the given reaction. (1) Given the reactants C([O:3][C:4](=[O:21])[CH2:5][CH:6]([C:13]1[CH:18]=[C:17]([Cl:19])[CH:16]=[C:15]([Br:20])[CH:14]=1)[C:7]1[S:8][C:9]([CH3:12])=[CH:10][N:11]=1)C.[Li+].[OH-], predict the reaction product. The product is: [Br:20][C:15]1[CH:14]=[C:13]([CH:6]([C:7]2[S:8][C:9]([CH3:12])=[CH:10][N:11]=2)[CH2:5][C:4]([OH:21])=[O:3])[CH:18]=[C:17]([Cl:19])[CH:16]=1. (2) Given the reactants C(N=C=NC(C)C)(C)C.[F:10][C:11]1[CH:16]=[CH:15][C:14]([SH:17])=[CH:13][CH:12]=1.[CH2:18]([O:25][C:26](=[O:41])[C@@H:27]([NH:33][C:34]([O:36][C:37]([CH3:40])([CH3:39])[CH3:38])=[O:35])[CH2:28][CH2:29][C:30](O)=[O:31])[C:19]1[CH:24]=[CH:23][CH:22]=[CH:21][CH:20]=1, predict the reaction product. The product is: [C:37]([O:36][C:34]([NH:33][C@@H:27]([CH2:28][CH2:29][C:30]([S:17][C:14]1[CH:15]=[CH:16][C:11]([F:10])=[CH:12][CH:13]=1)=[O:31])[C:26]([O:25][CH2:18][C:19]1[CH:20]=[CH:21][CH:22]=[CH:23][CH:24]=1)=[O:41])=[O:35])([CH3:40])([CH3:39])[CH3:38]. (3) Given the reactants C(=O)([O-])[O-].[K+].[K+].[CH3:7][O:8][C:9]1[CH:10]=[CH:11][C:12]([C:23]2[CH:28]=[CH:27][CH:26]=[C:25]([C:29]([F:32])([F:31])[F:30])[CH:24]=2)=[C:13]2[C:17]=1[C:16](=[O:18])[CH:15]([C:19]([O:21][CH3:22])=[O:20])[CH2:14]2.Br[CH2:34][C:35]1[CH:44]=[CH:43][C:38]([C:39]([O:41][CH3:42])=[O:40])=[CH:37][CH:36]=1, predict the reaction product. The product is: [CH3:7][O:8][C:9]1[CH:10]=[CH:11][C:12]([C:23]2[CH:28]=[CH:27][CH:26]=[C:25]([C:29]([F:31])([F:30])[F:32])[CH:24]=2)=[C:13]2[C:17]=1[C:16](=[O:18])[C:15]([CH2:34][C:35]1[CH:36]=[CH:37][C:38]([C:39]([O:41][CH3:42])=[O:40])=[CH:43][CH:44]=1)([C:19]([O:21][CH3:22])=[O:20])[CH2:14]2. (4) The product is: [NH2:1][C@H:2]1[CH2:7][CH2:6][CH2:5][CH2:4][C@H:3]1[NH:8][C:9]1[N:31]=[C:30]([NH:32][C:33]2[CH:38]=[CH:37][C:36]([N:39]3[CH:43]=[CH:42][CH:41]=[N:40]3)=[C:35]([F:44])[CH:34]=2)[C:29]([C:45]([NH2:47])=[O:46])=[CH:28][N:27]=1. Given the reactants [NH2:1][C@@H:2]1[CH2:7][CH2:6][CH2:5][CH2:4][C@@H:3]1[NH:8][C:9](=O)OC(C)(C)C.N1(OC2[N:31]=[C:30]([NH:32][C:33]3[CH:38]=[CH:37][C:36]([N:39]4[CH:43]=[CH:42][CH:41]=[N:40]4)=[C:35]([F:44])[CH:34]=3)[C:29]([C:45]([NH2:47])=[O:46])=[CH:28][N:27]=2)C2C=CC=CC=2N=N1.CCN(C(C)C)C(C)C.O, predict the reaction product. (5) Given the reactants [CH3:1][C:2]1[C:7]([NH:8][C:9]([C:11]2[CH:12]=[CH:13][C:14]3[C@:20]4([CH2:28][C:29]5C=CC=CC=5)[CH2:21][CH2:22][C@@:23]([CH2:26][CH3:27])([OH:25])[CH2:24][C@@H:19]4[CH2:18][CH2:17][CH2:16][C:15]=3[CH:35]=2)=O)=[CH:6][CH:5]=[CH:4][N:3]=1.[C:36](O)(=O)C, predict the reaction product. The product is: [NH:8]1[C:7]2[CH:6]=[CH:5][CH:4]=[CH:1][C:2]=2[N:3]=[C:9]1[C:11]1[CH:12]=[CH:13][C:14]2[C@@:20]3([CH2:28][CH3:29])[CH2:21][CH2:22][C@:23]([CH2:26][CH2:27][CH3:36])([OH:25])[CH2:24][C@H:19]3[CH2:18][CH2:17][CH2:16][C:15]=2[CH:35]=1.[NH:8]1[C:7]2[CH:6]=[CH:5][CH:4]=[CH:1][C:2]=2[N:3]=[C:9]1[C:11]1[CH:12]=[CH:13][C:14]2[C@:20]3([CH2:28][CH3:29])[CH2:21][CH2:22][C@@:23]([CH2:26][CH2:27][CH3:36])([OH:25])[CH2:24][C@@H:19]3[CH2:18][CH2:17][CH2:16][C:15]=2[CH:35]=1. (6) Given the reactants [OH:1][C:2]([CH:4]([C:6]1[CH:15]=[CH:14][C:9]([CH2:10][CH:11]([CH3:13])[CH3:12])=[CH:8][CH:7]=1)[CH3:5])=[O:3].[CH2:16]([NH2:24])[CH2:17][CH2:18][CH2:19][CH2:20][CH2:21][CH2:22][CH3:23], predict the reaction product. The product is: [CH2:16]([NH3+:24])[CH2:17][CH2:18][CH2:19][CH2:20][CH2:21][CH2:22][CH3:23].[O-:3][C:2]([CH:4]([C:6]1[CH:7]=[CH:8][C:9]([CH2:10][CH:11]([CH3:12])[CH3:13])=[CH:14][CH:15]=1)[CH3:5])=[O:1]. (7) Given the reactants [C:1]([C:4]1[CH:9]=[CH:8][CH:7]=[CH:6][C:5]=1[S:10][C:11]1[CH:19]=[C:18]([CH3:20])[CH:17]=[CH:16][C:12]=1[C:13](O)=[O:14])(O)=[O:2].S(C1C=CC=CC=1C(OC)=O)C1C=CC=CC=1C(OC)=O, predict the reaction product. The product is: [OH:14][CH2:13][C:12]1[CH:16]=[CH:17][C:18]([CH3:20])=[CH:19][C:11]=1[S:10][C:5]1[CH:6]=[CH:7][CH:8]=[CH:9][C:4]=1[CH2:1][OH:2]. (8) The product is: [NH2:13][C:12]1[CH:11]=[C:10]2[C:5]([CH2:6][CH2:7][C:8]3[N:9]2[C:16]([C:24]2[S:25][CH:26]=[CH:27][CH:28]=2)=[N:17][C:18]=3[C:19]([O:21][CH2:22][CH3:23])=[O:20])=[CH:4][C:3]=1[O:2][CH3:1]. Given the reactants [CH3:1][O:2][C:3]1[CH:4]=[C:5]2[C:10](=[CH:11][C:12]=1[N+:13]([O-])=O)[N:9]1[C:16]([C:24]3[S:25][CH:26]=[CH:27][CH:28]=3)=[N:17][C:18]([C:19]([O:21][CH2:22][CH3:23])=[O:20])=[C:8]1[CH2:7][CH2:6]2, predict the reaction product.